This data is from Forward reaction prediction with 1.9M reactions from USPTO patents (1976-2016). The task is: Predict the product of the given reaction. (1) Given the reactants Br[C:2]1[CH:7]=[CH:6][C:5]([C:8]([N:10]2[CH2:15][CH2:14][C:13]3([C:27]4[CH:26]=[N:25][N:24]([CH3:28])[C:23]=4[C:22]4[CH:21]=[CH:20][CH:19]=[CH:18][C:17]=4[O:16]3)[CH2:12][CH2:11]2)=[O:9])=[CH:4][C:3]=1[O:29][CH3:30].[CH:31]1(B(O)O)[CH2:33][CH2:32]1.C([O-])([O-])=O.[K+].[K+], predict the reaction product. The product is: [CH:31]1([C:2]2[CH:7]=[CH:6][C:5]([C:8]([N:10]3[CH2:15][CH2:14][C:13]4([C:27]5[CH:26]=[N:25][N:24]([CH3:28])[C:23]=5[C:22]5[CH:21]=[CH:20][CH:19]=[CH:18][C:17]=5[O:16]4)[CH2:12][CH2:11]3)=[O:9])=[CH:4][C:3]=2[O:29][CH3:30])[CH2:33][CH2:32]1. (2) Given the reactants [F:1][C:2]1[CH:9]=[CH:8][C:5]([CH:6]=O)=[C:4]([OH:10])[CH:3]=1.[CH3:11][O:12][C:13](=[O:34])[CH:14]=P(C1C=CC=CC=1)(C1C=CC=CC=1)C1C=CC=CC=1, predict the reaction product. The product is: [F:1][C:2]1[CH:9]=[CH:8][C:5](/[CH:6]=[CH:14]/[C:13]([O:12][CH3:11])=[O:34])=[C:4]([OH:10])[CH:3]=1.